Dataset: Full USPTO retrosynthesis dataset with 1.9M reactions from patents (1976-2016). Task: Predict the reactants needed to synthesize the given product. (1) Given the product [Cl:1][C:2]1[CH:3]=[C:4]([C:8]([N+:11]([O-:13])=[O:12])=[CH:9][N:10]=1)[C:5]([O:7][CH3:14])=[O:6], predict the reactants needed to synthesize it. The reactants are: [Cl:1][C:2]1[CH:3]=[C:4]([C:8]([N+:11]([O-:13])=[O:12])=[CH:9][N:10]=1)[C:5]([OH:7])=[O:6].[C:14](=O)([O-])[O-].[Na+].[Na+].CI. (2) Given the product [CH2:21]([C:11]1[CH:12]=[C:13]2[C:8](=[C:9]([CH3:23])[CH:10]=1)[N:7]=[C:6]([N:27]([CH2:25][CH3:26])[CH3:28])[C:5]([C:3]([OH:2])=[O:4])=[C:14]2[C:15]1[CH:20]=[CH:19][CH:18]=[CH:17][CH:16]=1)[CH3:22], predict the reactants needed to synthesize it. The reactants are: C[O:2][C:3]([C:5]1[C:6](Cl)=[N:7][C:8]2[C:13]([C:14]=1[C:15]1[CH:20]=[CH:19][CH:18]=[CH:17][CH:16]=1)=[CH:12][C:11]([CH2:21][CH3:22])=[CH:10][C:9]=2[CH3:23])=[O:4].[CH2:25]([NH:27][CH3:28])[CH3:26].